Task: Predict the product of the given reaction.. Dataset: Forward reaction prediction with 1.9M reactions from USPTO patents (1976-2016) (1) Given the reactants [OH:1][C:2]1[CH:7]=[CH:6][C:5]([Br:8])=[CH:4][N:3]=1.[CH3:9]I, predict the reaction product. The product is: [Br:8][C:5]1[CH:6]=[CH:7][C:2](=[O:1])[N:3]([CH3:9])[CH:4]=1. (2) Given the reactants [F:1][C:2]1[CH:3]=[C:4]([CH:33]=[CH:34][CH:35]=1)[CH2:5][N:6]1[C:14]2[C:9](=[CH:10][C:11]([NH:15][C:16]3[C:25]4[C:20](=[CH:21][CH:22]=[CH:23][C:24]=4[O:26][C@H:27]([CH3:32])[C:28]([O:30]C)=O)[N:19]=[CH:18][N:17]=3)=[CH:12][CH:13]=2)[CH:8]=[N:7]1.[CH3:36][NH2:37], predict the reaction product. The product is: [F:1][C:2]1[CH:3]=[C:4]([CH:33]=[CH:34][CH:35]=1)[CH2:5][N:6]1[C:14]2[C:9](=[CH:10][C:11]([NH:15][C:16]3[C:25]4[C:20](=[CH:21][CH:22]=[CH:23][C:24]=4[O:26][C@H:27]([CH3:32])[C:28]([NH:37][CH3:36])=[O:30])[N:19]=[CH:18][N:17]=3)=[CH:12][CH:13]=2)[CH:8]=[N:7]1. (3) Given the reactants FC(F)(F)C(O)=O.C([O:12][C:13](=[O:31])[CH2:14][O:15][C:16]1[CH:21]=[CH:20][C:19]([CH2:22][C:23]([O:25][CH2:26][CH3:27])=[O:24])=[CH:18][C:17]=1[O:28][CH2:29][CH3:30])(C)(C)C, predict the reaction product. The product is: [CH2:29]([O:28][C:17]1[CH:18]=[C:19]([CH2:22][C:23]([O:25][CH2:26][CH3:27])=[O:24])[CH:20]=[CH:21][C:16]=1[O:15][CH2:14][C:13]([OH:31])=[O:12])[CH3:30]. (4) Given the reactants [H-].[H-].[H-].[H-].[Li+].[Al+3].[CH3:7][O:8][C:9]1[CH:14]=[CH:13][C:12]([CH2:15][N:16]2[C:24]3[CH2:23][CH2:22][N:21]([C:25]([O:27][C:28]([CH3:31])([CH3:30])[CH3:29])=[O:26])[CH2:20][C:19]=3[C:18]([C:32](OCC)=[O:33])=[N:17]2)=[CH:11][CH:10]=1, predict the reaction product. The product is: [OH:33][CH2:32][C:18]1[C:19]2[CH2:20][N:21]([C:25]([O:27][C:28]([CH3:31])([CH3:30])[CH3:29])=[O:26])[CH2:22][CH2:23][C:24]=2[N:16]([CH2:15][C:12]2[CH:11]=[CH:10][C:9]([O:8][CH3:7])=[CH:14][CH:13]=2)[N:17]=1. (5) Given the reactants [CH2:1]([O:5][C:6]1[CH:11]=[CH:10][N+:9]([O-])=[C:8]([CH3:13])[C:7]=1[CH3:14])[CH2:2][CH2:3][CH3:4].[C:15]([O:18]C(=O)C)(=[O:17])[CH3:16], predict the reaction product. The product is: [C:15]([O:18][CH2:13][C:8]1[C:7]([CH3:14])=[C:6]([O:5][CH2:1][CH2:2][CH2:3][CH3:4])[CH:11]=[CH:10][N:9]=1)(=[O:17])[CH3:16]. (6) Given the reactants C(OC([N:8]1[CH2:13][CH2:12][CH:11]([C:14]2[S:18][C:17]([C:19]3[CH:28]=[CH:27][C:22]([C:23]([O:25][CH3:26])=[O:24])=[CH:21][CH:20]=3)=[N:16][N:15]=2)[CH2:10][CH2:9]1)=O)(C)(C)C.[F:29][C:30]([F:35])([F:34])[C:31]([OH:33])=[O:32], predict the reaction product. The product is: [F:29][C:30]([F:35])([F:34])[C:31]([O-:33])=[O:32].[CH3:26][O:25][C:23]([C:22]1[CH:27]=[CH:28][C:19]([C:17]2[S:18][C:14]([CH:11]3[CH2:12][CH2:13][NH2+:8][CH2:9][CH2:10]3)=[N:15][N:16]=2)=[CH:20][CH:21]=1)=[O:24]. (7) Given the reactants [CH2:1]([O:3][C:4]([C:6]1[C:7]([CH2:23][CH3:24])=[C:8]2[N:13]([CH:14]=1)[N:12]=[CH:11][N:10]=[C:9]2[NH:15][C:16]1[CH:21]=[CH:20][C:19](Br)=[CH:18][CH:17]=1)=[O:5])[CH3:2].NC1C=C2C(=CC=1)[N:31]([CH2:35][C:36]1[CH:41]=[CH:40][CH:39]=[CH:38][CH:37]=1)[N:30]=[CH:29]2, predict the reaction product. The product is: [CH2:1]([O:3][C:4]([C:6]1[C:7]([CH2:23][CH3:24])=[C:8]2[N:13]([CH:14]=1)[N:12]=[CH:11][N:10]=[C:9]2[NH:15][C:16]1[CH:21]=[C:20]2[C:19](=[CH:18][CH:17]=1)[N:31]([CH2:35][C:36]1[CH:41]=[CH:40][CH:39]=[CH:38][CH:37]=1)[N:30]=[CH:29]2)=[O:5])[CH3:2].